Dataset: Tox21: 12 toxicity assays (nuclear receptors and stress response pathways). Task: Binary classification across 12 toxicity assays. The compound is Cc1ccc2c(c1)c1c3n2CCNC3CCC1. It tested positive (active) for: NR-AhR (Aryl hydrocarbon Receptor agonist activity).